Dataset: Forward reaction prediction with 1.9M reactions from USPTO patents (1976-2016). Task: Predict the product of the given reaction. (1) Given the reactants [C:1]1([C:11]([N:13]2[C:17](=[O:18])[C:16]([C:25]3[CH:30]=[CH:29][CH:28]=[CH:27][CH:26]=3)([C:19]3[CH:24]=[CH:23][CH:22]=[CH:21][CH:20]=3)[NH:15][C:14]2=[O:31])=[O:12])[C:10]2[C:5](=[CH:6][CH:7]=[CH:8][CH:9]=2)[CH:4]=[CH:3][CH:2]=1.[CH2:32](Br)[C:33]1[CH:38]=[CH:37][CH:36]=[CH:35][CH:34]=1.C(=O)([O-])[O-].[K+].[K+].C(OCC)(=O)C, predict the reaction product. The product is: [CH2:32]([N:15]1[C:16]([C:19]2[CH:24]=[CH:23][CH:22]=[CH:21][CH:20]=2)([C:25]2[CH:30]=[CH:29][CH:28]=[CH:27][CH:26]=2)[C:17](=[O:18])[N:13]([C:11]([C:1]2[C:10]3[C:5](=[CH:6][CH:7]=[CH:8][CH:9]=3)[CH:4]=[CH:3][CH:2]=2)=[O:12])[C:14]1=[O:31])[C:33]1[CH:38]=[CH:37][CH:36]=[CH:35][CH:34]=1. (2) Given the reactants [F:1][C:2]1[CH:17]=[CH:16][C:5]2[NH:6][C@@H:7]([CH2:10][C:11](OCC)=[O:12])[CH2:8][O:9][C:4]=2[CH:3]=1.[CH3:18][NH2:19], predict the reaction product. The product is: [F:1][C:2]1[CH:17]=[CH:16][C:5]2[NH:6][C@@H:7]([CH2:10][C:11]([NH:19][CH3:18])=[O:12])[CH2:8][O:9][C:4]=2[CH:3]=1. (3) Given the reactants C[O:2][C:3](=[O:23])[CH2:4][CH2:5][CH2:6][CH2:7][CH2:8][S:9][C:10]1[CH:15]=[CH:14][C:13]([C:16]2[CH:21]=[CH:20][C:19]([Cl:22])=[CH:18][CH:17]=2)=[CH:12][CH:11]=1.NO.[OH-].[K+].CO, predict the reaction product. The product is: [Cl:22][C:19]1[CH:20]=[CH:21][C:16]([C:13]2[CH:14]=[CH:15][C:10]([S:9][CH2:8][CH2:7][CH2:6][CH2:5][CH2:4][C:3]([OH:23])=[O:2])=[CH:11][CH:12]=2)=[CH:17][CH:18]=1. (4) Given the reactants [C:1]([C:3]1[CH:4]=[C:5]([CH2:9][CH2:10][C:11]2[C:15]3[C:16](=[O:30])[N:17]([C:24]4[CH:29]=[CH:28][CH:27]=[CH:26][CH:25]=4)[C:18]4[N:19]=[CH:20][CH:21]=[CH:22][C:23]=4[C:14]=3[NH:13][N:12]=2)[CH:6]=[CH:7][CH:8]=1)#N.S(=O)(=O)(O)[OH:32].[OH2:36], predict the reaction product. The product is: [C:1]([C:3]1[CH:4]=[C:5]([CH2:9][CH2:10][C:11]2[C:15]3[C:16](=[O:30])[N:17]([C:24]4[CH:25]=[CH:26][CH:27]=[CH:28][CH:29]=4)[C:18]4[N:19]=[CH:20][CH:21]=[CH:22][C:23]=4[C:14]=3[NH:13][N:12]=2)[CH:6]=[CH:7][CH:8]=1)([OH:32])=[O:36].